Dataset: Catalyst prediction with 721,799 reactions and 888 catalyst types from USPTO. Task: Predict which catalyst facilitates the given reaction. Reactant: [CH:1]12[CH2:6][CH:5]1[CH2:4][N:3]([C:7]1[CH:12]=[CH:11][C:10]([N+:13]([O-])=O)=[CH:9][N:8]=1)[CH2:2]2. Product: [CH:1]12[CH2:6][CH:5]1[CH2:4][N:3]([C:7]1[CH:12]=[CH:11][C:10]([NH2:13])=[CH:9][N:8]=1)[CH2:2]2. The catalyst class is: 45.